This data is from Reaction yield outcomes from USPTO patents with 853,638 reactions. The task is: Predict the reaction yield, written as a fraction of the theoretical maximum amount of product (1.0 means a 100% yield; for example, 0.34 means a 34% yield). (1) The reactants are [CH3:1][N:2]([CH3:15])[CH2:3][CH2:4][CH:5]1[CH2:13][C:12]2[C:7](=[CH:8][CH:9]=[CH:10][CH:11]=2)[CH:6]1O.Cl. The catalyst is C(O)(=O)C. The product is [CH2:13]1[C:12]2[C:7](=[CH:8][CH:9]=[CH:10][CH:11]=2)[CH:6]=[C:5]1[CH2:4][CH2:3][N:2]([CH3:1])[CH3:15]. The yield is 0.830. (2) The reactants are CS(O[CH2:6][C:7]1[O:8][CH:9]=[C:10]([O:14][CH2:15][CH2:16][CH2:17][CH2:18][CH2:19][O:20][C:21]2[C:30]3[C:25](=[CH:26][CH:27]=[CH:28][CH:29]=3)[N:24]=[CH:23][N:22]=2)[C:11](=[O:13])[CH:12]=1)(=O)=O.[NH:31]1[CH2:35][CH2:34][CH2:33][CH2:32]1. The catalyst is ClCCl. The product is [N:24]1[C:25]2[C:30](=[CH:29][CH:28]=[CH:27][CH:26]=2)[C:21]([O:20][CH2:19][CH2:18][CH2:17][CH2:16][CH2:15][O:14][C:10]2[C:11](=[O:13])[CH:12]=[C:7]([CH2:6][N:31]3[CH2:35][CH2:34][CH2:33][CH2:32]3)[O:8][CH:9]=2)=[N:22][CH:23]=1. The yield is 0.350. (3) The reactants are [CH:1]1([CH:7]([C:9]2[N:13]([CH2:14][CH3:15])[N:12]=[C:11]([C:16]3[CH:21]=[CH:20][C:19]([C:22]([F:25])([F:24])[F:23])=[CH:18][CH:17]=3)[CH:10]=2)O)[CH2:6][CH2:5][CH2:4][CH2:3][CH2:2]1.[NH2:26][C:27]1[CH:32]=[CH:31][C:30]([C:33]([NH:35][CH2:36][CH2:37][C:38]([O:40]CC)=[O:39])=[O:34])=[CH:29][CH:28]=1. No catalyst specified. The product is [CH:1]1([CH:7]([NH:26][C:27]2[CH:28]=[CH:29][C:30]([C:33]([NH:35][CH2:36][CH2:37][C:38]([OH:40])=[O:39])=[O:34])=[CH:31][CH:32]=2)[C:9]2[N:13]([CH2:14][CH3:15])[N:12]=[C:11]([C:16]3[CH:21]=[CH:20][C:19]([C:22]([F:25])([F:24])[F:23])=[CH:18][CH:17]=3)[CH:10]=2)[CH2:6][CH2:5][CH2:4][CH2:3][CH2:2]1. The yield is 0.200. (4) The reactants are [F:1][C:2]1[CH:9]=[C:8]([O:10][CH2:11][CH2:12][O:13][CH3:14])[C:7]([O:15][CH3:16])=[CH:6][C:3]=1[CH:4]=[O:5].[OH-].[K+].[O-:19][Mn](=O)(=O)=O.[K+]. The catalyst is O1CCOCC1. The product is [F:1][C:2]1[CH:9]=[C:8]([O:10][CH2:11][CH2:12][O:13][CH3:14])[C:7]([O:15][CH3:16])=[CH:6][C:3]=1[C:4]([OH:19])=[O:5]. The yield is 0.780.